This data is from Reaction yield outcomes from USPTO patents with 853,638 reactions. The task is: Predict the reaction yield, written as a fraction of the theoretical maximum amount of product (1.0 means a 100% yield; for example, 0.34 means a 34% yield). (1) The reactants are [CH3:1][CH:2]([CH2:7][C:8]1[NH:9][C:10]2[C:15]([CH:16]=1)=[CH:14][C:13]([O:17]CC1C=CC=CC=1)=[CH:12][CH:11]=2)[C:3]([O:5][CH3:6])=[O:4]. The catalyst is C(O)C.[Pd]. The product is [OH:17][C:13]1[CH:14]=[C:15]2[C:10](=[CH:11][CH:12]=1)[NH:9][C:8]([CH2:7][CH:2]([CH3:1])[C:3]([O:5][CH3:6])=[O:4])=[CH:16]2. The yield is 0.850. (2) The reactants are [Si]([O:8][C@@H:9]1[C@@:26]2([CH3:27])[C:13](=[CH:14][CH:15]=[C:16]3[C@@H:25]2[CH2:24][CH2:23][C@@:21]2([CH3:22])[C@H:17]3[CH2:18][CH:19]=[C:20]2[CH2:28][O:29]/[CH:30]=[CH:31]/[CH2:32][C:33]([O:36][Si](CC)(CC)CC)([CH3:35])[CH3:34])[CH2:12][C@@H:11]([O:44][Si](C(C)(C)C)(C)C)[CH2:10]1)(C(C)(C)C)(C)C.O1CCCC1.[F-].C([N+](CCCC)(CCCC)CCCC)CCC. No catalyst specified. The product is [OH:8][C@@H:9]1[C@@:26]2([CH3:27])[C:13](=[CH:14][CH:15]=[C:16]3[C@@H:25]2[CH2:24][CH2:23][C@@:21]2([CH3:22])[C@H:17]3[CH2:18][CH:19]=[C:20]2[CH2:28][O:29]/[CH:30]=[CH:31]/[CH2:32][C:33]([OH:36])([CH3:35])[CH3:34])[CH2:12][C@@H:11]([OH:44])[CH2:10]1. The yield is 0.790. (3) The reactants are [N:1]([CH2:4]/[CH:5]=[CH:6]/[C:7]([O:9][CH3:10])=[O:8])=[N+:2]=[N-:3].[S:11]1C=CC=C1CC(O)=O.CCN(C(C)C)C(C)C.C1C[O:32][CH2:31][CH2:30]1. No catalyst specified. The product is [C:31]([S:11][CH:5]([CH2:4][N:1]=[N+:2]=[N-:3])[CH2:6][C:7]([O:9][CH3:10])=[O:8])(=[O:32])[CH3:30]. The yield is 0.810. (4) The reactants are [Cl:1][C:2]1[C:6]([C:7]([F:10])([F:9])[F:8])=[N:5][N:4]([CH3:11])[C:3]=1[C:12]1[CH:13]=[C:14]([NH2:20])[CH:15]=[CH:16][C:17]=1[O:18][CH3:19].[F:21][C:22]1[CH:27]=[CH:26][C:25]([N:28]=[C:29]=[O:30])=[CH:24][CH:23]=1. The catalyst is C(Cl)Cl. The product is [Cl:1][C:2]1[C:6]([C:7]([F:10])([F:8])[F:9])=[N:5][N:4]([CH3:11])[C:3]=1[C:12]1[CH:13]=[C:14]([NH:20][C:29]([NH:28][C:25]2[CH:26]=[CH:27][C:22]([F:21])=[CH:23][CH:24]=2)=[O:30])[CH:15]=[CH:16][C:17]=1[O:18][CH3:19]. The yield is 0.630. (5) The reactants are [CH2:1]([O:4][C:5](=[O:23])[NH:6][C:7]1[CH:12]=[CH:11][CH:10]=[C:9]([C:13](=[O:22])[CH2:14][C:15]2[CH:20]=[CH:19][N:18]=[C:17]([Cl:21])[N:16]=2)[CH:8]=1)[CH:2]=[CH2:3].[F:24]C1C=CC(NC(OCC=C)=O)=CC=1C(OC)=O.ClC1N=C(C)C=CN=1. No catalyst specified. The product is [CH2:1]([O:4][C:5](=[O:23])[NH:6][C:7]1[CH:12]=[CH:11][C:10]([F:24])=[C:9]([C:13](=[O:22])[CH2:14][C:15]2[CH:20]=[CH:19][N:18]=[C:17]([Cl:21])[N:16]=2)[CH:8]=1)[CH:2]=[CH2:3]. The yield is 0.699. (6) The reactants are [C:1]1(=[O:14])[C:6]2[CH:7]=[C:8]3[N:13]([C:5]=2[CH:4]=[N:3][NH:2]1)[CH2:12][CH2:11][CH2:10][CH2:9]3.Br[C:16]1[N:23]=[CH:22][CH:21]=[C:20]([Cl:24])[C:17]=1[CH:18]=[O:19].C(=O)([O-])[O-].[K+].[K+].COC1C2C(=C3C(=CC=2)C(OC)=CC=N3)N=CC=1. The catalyst is [Cu]I.O1CCOCC1. The product is [Cl:24][C:20]1[C:17]([CH:18]=[O:19])=[C:16]([N:2]2[C:1](=[O:14])[C:6]3[CH:7]=[C:8]4[N:13]([C:5]=3[CH:4]=[N:3]2)[CH2:12][CH2:11][CH2:10][CH2:9]4)[N:23]=[CH:22][CH:21]=1. The yield is 0.370.